Dataset: Catalyst prediction with 721,799 reactions and 888 catalyst types from USPTO. Task: Predict which catalyst facilitates the given reaction. (1) Reactant: Cl.[CH2:2]([NH:4][C:5]1[CH:10]=[C:9]([CH:11]([CH3:13])[CH3:12])[N:8]=[CH:7][C:6]=1[NH2:14])[CH3:3].C[Al](C)C.C1(C)C=CC=CC=1.CO[C:28](=O)[CH2:29][N:30]1[CH:34]=[CH:33][N:32]=[C:31]1[C:35]1[S:36][CH:37]=[CH:38][N:39]=1. Product: [CH2:2]([N:4]1[C:5]2[CH:10]=[C:9]([CH:11]([CH3:13])[CH3:12])[N:8]=[CH:7][C:6]=2[N:14]=[C:28]1[CH2:29][N:30]1[CH:34]=[CH:33][N:32]=[C:31]1[C:35]1[S:36][CH:37]=[CH:38][N:39]=1)[CH3:3]. The catalyst class is: 2. (2) Product: [OH:6][CH2:7][C:8]1[N:13]=[C:12]([NH:14][C:20]2[S:21][C:22]([C:25]#[N:26])=[CH:23][N:24]=2)[CH:11]=[CH:10][CH:9]=1. Reactant: C([SiH2][O:6][C:7](C)(C)[C:8]1[N:13]=[C:12]([NH2:14])[CH:11]=[CH:10][CH:9]=1)(C)(C)C.[H-].[Na+].Cl[C:20]1[S:21][C:22]([C:25]#[N:26])=[CH:23][N:24]=1.C1N=C(N)SC=1.NC1C=CC=CN=1. The catalyst class is: 1. (3) Reactant: [CH2:1]([O:3][C:4]([C:6]1[C:7]([N:29]2[CH2:34][CH2:33][O:32][CH2:31][CH2:30]2)=[C:8]2[CH:25]=[N:24][N:23]([CH:26]([CH3:28])[CH3:27])[C:9]2=[N:10][C:11]=1[C:12]1[CH:17]=[CH:16][CH:15]=[C:14]([O:18][CH2:19][CH:20]2[CH2:22][O:21]2)[CH:13]=1)=[O:5])[CH3:2].C[NH2:36]. Product: [CH2:1]([O:3][C:4]([C:6]1[C:7]([N:29]2[CH2:34][CH2:33][O:32][CH2:31][CH2:30]2)=[C:8]2[CH:25]=[N:24][N:23]([CH:26]([CH3:28])[CH3:27])[C:9]2=[N:10][C:11]=1[C:12]1[CH:17]=[CH:16][CH:15]=[C:14]([O:18][CH2:19][CH:20]([OH:21])[CH2:22][NH2:36])[CH:13]=1)=[O:5])[CH3:2]. The catalyst class is: 5. (4) Reactant: CO[C:3]([C:5]1[C:6]([OH:29])=[C:7]2[C:12](=[CH:13][N:14]=1)[N:11]([CH2:15][C:16]1[CH:21]=[CH:20][CH:19]=[CH:18][CH:17]=1)[C:10](=[O:22])[C:9]([C:23]1[CH:28]=[CH:27][CH:26]=[CH:25][CH:24]=1)=[CH:8]2)=[O:4].[C:30]([O:34][C:35](=[O:40])[NH:36][CH2:37][CH2:38][NH2:39])([CH3:33])([CH3:32])[CH3:31]. Product: [C:30]([O:34][C:35](=[O:40])[NH:36][CH2:37][CH2:38][NH:39][C:3]([C:5]1[C:6]([OH:29])=[C:7]2[C:12](=[CH:13][N:14]=1)[N:11]([CH2:15][C:16]1[CH:17]=[CH:18][CH:19]=[CH:20][CH:21]=1)[C:10](=[O:22])[C:9]([C:23]1[CH:28]=[CH:27][CH:26]=[CH:25][CH:24]=1)=[CH:8]2)=[O:4])([CH3:33])([CH3:31])[CH3:32]. The catalyst class is: 52.